From a dataset of Peptide-MHC class I binding affinity with 185,985 pairs from IEDB/IMGT. Regression. Given a peptide amino acid sequence and an MHC pseudo amino acid sequence, predict their binding affinity value. This is MHC class I binding data. (1) The peptide sequence is RAMRMVYYL. The MHC is HLA-C06:02 with pseudo-sequence HLA-C06:02. The binding affinity (normalized) is 0.382. (2) The peptide sequence is FLDPHPYYV. The MHC is HLA-C12:03 with pseudo-sequence HLA-C12:03. The binding affinity (normalized) is 0.644.